This data is from Forward reaction prediction with 1.9M reactions from USPTO patents (1976-2016). The task is: Predict the product of the given reaction. (1) The product is: [Cl:23][C:24]1[CH:25]=[C:26]([NH:31][C:32]([C:34]2[C:54]([O:55][CH2:56][CH:57]([F:58])[F:59])=[CH:53][C:37]3[N:38]([CH3:52])[C:39]([NH:41][C:42]4[C:47]([Cl:48])=[CH:46][CH:45]=[C:44]([CH2:49][NH:50][C:71](=[O:72])[C:70]([F:69])([CH3:75])[CH3:74])[C:43]=4[Cl:51])=[N:40][C:36]=3[CH:35]=2)=[O:33])[CH:27]=[CH:28][C:29]=1[F:30]. Given the reactants CN(C(ON1N=NC2C=CC=CC1=2)=[N+](C)C)C.[B-](F)(F)(F)F.[Cl:23][C:24]1[CH:25]=[C:26]([NH:31][C:32]([C:34]2[C:54]([O:55][CH2:56][CH:57]([F:59])[F:58])=[CH:53][C:37]3[N:38]([CH3:52])[C:39]([NH:41][C:42]4[C:47]([Cl:48])=[CH:46][CH:45]=[C:44]([CH2:49][NH2:50])[C:43]=4[Cl:51])=[N:40][C:36]=3[CH:35]=2)=[O:33])[CH:27]=[CH:28][C:29]=1[F:30].CCN(C(C)C)C(C)C.[F:69][C:70]([CH3:75])([CH3:74])[C:71](O)=[O:72], predict the reaction product. (2) Given the reactants [F:1][C:2]1[CH:7]=[C:6]([CH3:8])[CH:5]=[CH:4][C:3]=1/[CH:9]=[CH:10]/[C:11]([O:13][CH2:14][CH3:15])=[O:12].[Br:16]N1C(=O)CCC1=O, predict the reaction product. The product is: [Br:16][CH2:8][C:6]1[CH:5]=[CH:4][C:3](/[CH:9]=[CH:10]/[C:11]([O:13][CH2:14][CH3:15])=[O:12])=[C:2]([F:1])[CH:7]=1. (3) The product is: [C:16]([NH:24][C:25]([NH:15][C:4]1[CH:5]=[C:6]([CH:9]2[CH2:14][CH2:13][O:12][CH2:11][CH2:10]2)[CH:7]=[CH:8][C:3]=1[O:2][CH3:1])=[S:26])(=[O:23])[C:17]1[CH:22]=[CH:21][CH:20]=[CH:19][CH:18]=1. Given the reactants [CH3:1][O:2][C:3]1[CH:8]=[CH:7][C:6]([CH:9]2[CH2:14][CH2:13][O:12][CH2:11][CH2:10]2)=[CH:5][C:4]=1[NH2:15].[C:16]([N:24]=[C:25]=[S:26])(=[O:23])[C:17]1[CH:22]=[CH:21][CH:20]=[CH:19][CH:18]=1, predict the reaction product.